From a dataset of Full USPTO retrosynthesis dataset with 1.9M reactions from patents (1976-2016). Predict the reactants needed to synthesize the given product. (1) Given the product [CH3:2][O:3][C:4]([C@H:6]1[CH2:10][C@H:9]([OH:11])[C@@H:8]([NH:12][C:28]([C:26]2[S:27][C:23]([Cl:22])=[CH:24][CH:25]=2)=[O:29])[CH2:7]1)=[O:5], predict the reactants needed to synthesize it. The reactants are: Cl.[CH3:2][O:3][C:4]([C@H:6]1[CH2:10][C@H:9]([OH:11])[C@@H:8]([NH2:12])[CH2:7]1)=[O:5].C(N(C(C)C)C(C)C)C.[Cl:22][C:23]1[S:27][C:26]([C:28](O)=[O:29])=[CH:25][CH:24]=1.F[P-](F)(F)(F)(F)F.N1(O[P+](N(C)C)(N(C)C)N(C)C)C2C=CC=CC=2N=N1. (2) Given the product [CH3:23][C:21]1([CH3:24])[C:20]([CH3:25])([CH3:26])[O:19][B:18]([C:16]2[NH:15][C:12]3=[N:13][CH:14]=[C:9]([NH2:8])[CH:10]=[C:11]3[CH:17]=2)[O:22]1, predict the reactants needed to synthesize it. The reactants are: C(OC([N:8](C(OC(C)(C)C)=O)[C:9]1[CH:10]=[C:11]2[CH:17]=[C:16]([B:18]3[O:22][C:21]([CH3:24])([CH3:23])[C:20]([CH3:26])([CH3:25])[O:19]3)[N:15](C(OC(C)(C)C)=O)[C:12]2=[N:13][CH:14]=1)=O)(C)(C)C.Cl. (3) Given the product [C-:10]1([C:2]2[N:3]=[C:4]([CH:8]=[O:9])[CH:5]=[CH:6][CH:7]=2)[CH:14]=[CH:13][CH:12]=[CH:11]1.[CH-:18]1[CH:22]=[CH:21][CH:20]=[CH:19]1.[Fe+2:23], predict the reactants needed to synthesize it. The reactants are: Br[C:2]1[CH:7]=[CH:6][CH:5]=[C:4]([CH:8]=[O:9])[N:3]=1.[C-:10]1(B(O)O)[CH:14]=[CH:13][CH:12]=[CH:11]1.[CH-:18]1[CH:22]=[CH:21][CH:20]=[CH:19]1.[Fe+2:23].C(Cl)Cl.C([O-])([O-])=O.[Na+].[Na+]. (4) Given the product [CH:27]1([C:16]2[N:15]=[C:14]([C:12]([NH:11][C:6]3[CH:7]=[N:8][CH:9]=[CH:10][C:5]=3[C:4]([OH:30])=[O:3])=[O:13])[C:19]([NH:20][C:21]3[CH:26]=[N:25][CH:24]=[N:23][CH:22]=3)=[N:18][CH:17]=2)[CH2:29][CH2:28]1, predict the reactants needed to synthesize it. The reactants are: C([O:3][C:4](=[O:30])[C:5]1[CH:10]=[CH:9][N:8]=[CH:7][C:6]=1[NH:11][C:12]([C:14]1[C:19]([NH:20][C:21]2[CH:22]=[N:23][CH:24]=[N:25][CH:26]=2)=[N:18][CH:17]=[C:16]([CH:27]2[CH2:29][CH2:28]2)[N:15]=1)=[O:13])C.[OH-].[Na+].Cl. (5) The reactants are: [O:1]1[CH2:3][C@H:2]1[CH2:4][O:5][C:6]1[C:18]2[C:17]3[C:12](=[CH:13][CH:14]=[CH:15][CH:16]=3)[NH:11][C:10]=2[CH:9]=[CH:8][CH:7]=1.[NH2:19][CH2:20][CH:21]1[CH2:26][CH2:25][N:24]([CH2:27][CH2:28][C:29]([F:32])([F:31])[F:30])[CH2:23][CH2:22]1. Given the product [CH:9]1[C:10]2[NH:11][C:12]3[C:17](=[CH:16][CH:15]=[CH:14][CH:13]=3)[C:18]=2[C:6]([O:5][CH2:4][C@@H:2]([OH:1])[CH2:3][NH:19][CH2:20][CH:21]2[CH2:26][CH2:25][N:24]([CH2:27][CH2:28][C:29]([F:32])([F:30])[F:31])[CH2:23][CH2:22]2)=[CH:7][CH:8]=1, predict the reactants needed to synthesize it. (6) Given the product [C:15]([O:14][C:13]([N:8]1[C:9]2[C:5](=[CH:4][CH:3]=[C:2]([Cl:1])[CH:10]=2)[C:6]([CH3:12])([CH3:11])[CH2:7]1)=[O:19])([CH3:18])([CH3:17])[CH3:16], predict the reactants needed to synthesize it. The reactants are: [Cl:1][C:2]1[CH:10]=[C:9]2[C:5]([C:6]([CH3:12])([CH3:11])[CH2:7][NH:8]2)=[CH:4][CH:3]=1.[C:13](=O)([O:19]C(C)(C)C)[O:14][C:15]([CH3:18])([CH3:17])[CH3:16].C(N(CC)CC)C.